This data is from Catalyst prediction with 721,799 reactions and 888 catalyst types from USPTO. The task is: Predict which catalyst facilitates the given reaction. (1) Reactant: [CH2:1]([O:3][C:4]([C:6]1[CH:7]=[C:8]([C:12]2[C:13]([C:18]3[CH:23]=[C:22]([Cl:24])[CH:21]=[CH:20][C:19]=3[OH:25])=[CH:14][CH:15]=[CH:16][CH:17]=2)[CH:9]=[CH:10][CH:11]=1)=[O:5])[CH3:2].[CH2:26](O)[CH2:27][C:28]1[CH:33]=[CH:32][CH:31]=[CH:30][CH:29]=1.C1(P(C2C=CC=CC=2)C2C=CC=CC=2)C=CC=CC=1.N(C(OC(C)C)=O)=NC(OC(C)C)=O. Product: [CH2:1]([O:3][C:4]([C:6]1[CH:7]=[C:8]([C:12]2[C:13]([C:18]3[CH:23]=[C:22]([Cl:24])[CH:21]=[CH:20][C:19]=3[O:25][CH2:26][CH2:27][C:28]3[CH:33]=[CH:32][CH:31]=[CH:30][CH:29]=3)=[CH:14][CH:15]=[CH:16][CH:17]=2)[CH:9]=[CH:10][CH:11]=1)=[O:5])[CH3:2]. The catalyst class is: 20. (2) Reactant: [CH3:1][O:2][C:3]1[C:7]([N+:8]([O-])=O)=[CH:6][N:5]([C@H:11]2[CH2:15][CH2:14][N:13]([CH3:16])[CH2:12]2)[N:4]=1. Product: [CH3:1][O:2][C:3]1[C:7]([NH2:8])=[CH:6][N:5]([C@H:11]2[CH2:15][CH2:14][N:13]([CH3:16])[CH2:12]2)[N:4]=1. The catalyst class is: 43. (3) Reactant: [F:1][C:2]1[CH:3]=[CH:4][C:5]2[N:6]([C:8]([CH3:19])=[C:9]([NH:11][C:12](=[O:18])[O:13][C:14]([CH3:17])([CH3:16])[CH3:15])[N:10]=2)[CH:7]=1.[H-].[Na+].Cl[S:23]([C:26]1[CH:35]=[CH:34][C:29]([C:30]([O:32][CH3:33])=[O:31])=[CH:28][CH:27]=1)(=[O:25])=[O:24].C([O-])(O)=O.[Na+]. Product: [C:14]([O:13][C:12]([N:11]([C:9]1[N:10]=[C:5]2[CH:4]=[CH:3][C:2]([F:1])=[CH:7][N:6]2[C:8]=1[CH3:19])[S:23]([C:26]1[CH:27]=[CH:28][C:29]([C:30]([O:32][CH3:33])=[O:31])=[CH:34][CH:35]=1)(=[O:25])=[O:24])=[O:18])([CH3:15])([CH3:16])[CH3:17]. The catalyst class is: 3. (4) Reactant: [I:1][C:2]1[CH:6]=[CH:5][NH:4][N:3]=1.[H-].[Na+].[Cl:9][C:10]1[CH:17]=[C:16](F)[CH:15]=[CH:14][C:11]=1[C:12]#[N:13]. Product: [Cl:9][C:10]1[CH:17]=[C:16]([N:4]2[CH:5]=[CH:6][C:2]([I:1])=[N:3]2)[CH:15]=[CH:14][C:11]=1[C:12]#[N:13]. The catalyst class is: 16. (5) Reactant: [CH:1]([O:4][C:5]1[CH:10]=[CH:9][C:8]([C:11]2[N:15]=[C:14]([C:16]3[CH:29]=[CH:28][C:19]([O:20][C@H:21]([CH3:27])[C:22]([O:24]CC)=[O:23])=[CH:18][CH:17]=3)[O:13][N:12]=2)=[CH:7][C:6]=1[C:30]([F:33])([F:32])[F:31])([CH3:3])[CH3:2].[OH-].[Na+].O1CCCC1.CCOC(C)=O.CCCCCCC. Product: [CH:1]([O:4][C:5]1[CH:10]=[CH:9][C:8]([C:11]2[N:15]=[C:14]([C:16]3[CH:29]=[CH:28][C:19]([O:20][C@H:21]([CH3:27])[C:22]([OH:24])=[O:23])=[CH:18][CH:17]=3)[O:13][N:12]=2)=[CH:7][C:6]=1[C:30]([F:31])([F:32])[F:33])([CH3:2])[CH3:3]. The catalyst class is: 8. (6) Reactant: [F:1][C:2]1([F:30])[CH2:7][CH2:6][N:5]([C:8]([C:10]2[NH:11][C:12]3[C:17]([CH:18]=2)=[CH:16][C:15]([C:19]([N:21]2[CH2:26][CH2:25][CH:24]([N:27]([CH3:29])[CH3:28])[CH2:23][CH2:22]2)=[O:20])=[CH:14][CH:13]=3)=[O:9])[CH2:4][CH2:3]1.[C:31]([C:33]1[CH:38]=[CH:37][C:36](B(O)O)=[CH:35][CH:34]=1)#[N:32].N1C=CC=CC=1. Product: [F:30][C:2]1([F:1])[CH2:7][CH2:6][N:5]([C:8]([C:10]2[N:11]([C:36]3[CH:37]=[CH:38][C:33]([C:31]#[N:32])=[CH:34][CH:35]=3)[C:12]3[C:17]([CH:18]=2)=[CH:16][C:15]([C:19]([N:21]2[CH2:26][CH2:25][CH:24]([N:27]([CH3:28])[CH3:29])[CH2:23][CH2:22]2)=[O:20])=[CH:14][CH:13]=3)=[O:9])[CH2:4][CH2:3]1. The catalyst class is: 221.